From a dataset of Full USPTO retrosynthesis dataset with 1.9M reactions from patents (1976-2016). Predict the reactants needed to synthesize the given product. (1) Given the product [Br:1][C:2]1[CH:3]=[CH:4][C:5]([C:6]([N:8]([CH3:13])[CH3:9])=[O:7])=[CH:14][CH:15]=1, predict the reactants needed to synthesize it. The reactants are: [Br:1][C:2]1[CH:15]=[CH:14][C:5]([C:6]([N:8]2[CH2:13]COC[CH2:9]2)=[O:7])=[CH:4][CH:3]=1.BrC1C=CC(C(Cl)=O)=CC=1.CNC. (2) Given the product [Cl:1][C:2]1[CH:3]=[CH:4][C:5]([NH:18][C:19]([C:21]2[CH:22]=[N:23][C:24]([N:28]3[CH2:33][CH2:32][O:31][CH2:30][CH2:29]3)=[CH:25][CH:26]=2)=[O:20])=[C:6]([CH:17]=1)[C:7]([NH:9][C:10]1[CH:15]=[CH:14][C:13]([Cl:16])=[CH:12][N:11]=1)=[O:8], predict the reactants needed to synthesize it. The reactants are: [Cl:1][C:2]1[CH:3]=[CH:4][C:5]([NH:18][C:19]([C:21]2[CH:22]=[N:23][C:24](Cl)=[CH:25][CH:26]=2)=[O:20])=[C:6]([CH:17]=1)[C:7]([NH:9][C:10]1[CH:15]=[CH:14][C:13]([Cl:16])=[CH:12][N:11]=1)=[O:8].[NH:28]1[CH2:33][CH2:32][O:31][CH2:30][CH2:29]1. (3) Given the product [CH3:15][N:16]([CH3:35])[S:17]([C:20]1[CH:21]=[CH:22][C:23]([C:2]2[CH:3]=[N:4][CH:5]=[C:6]3[C:11]=2[N:10]=[C:9]([C:12]([NH2:14])=[O:13])[CH:8]=[CH:7]3)=[CH:24][CH:25]=1)(=[O:18])=[O:19], predict the reactants needed to synthesize it. The reactants are: Br[C:2]1[CH:3]=[N:4][CH:5]=[C:6]2[C:11]=1[N:10]=[C:9]([C:12]([NH2:14])=[O:13])[CH:8]=[CH:7]2.[CH3:15][N:16]([CH3:35])[S:17]([C:20]1[CH:25]=[CH:24][C:23](B2OC(C)(C)C(C)(C)O2)=[CH:22][CH:21]=1)(=[O:19])=[O:18].C(=O)([O-])[O-].[Cs+].[Cs+]. (4) The reactants are: Cl[C:2]1[CH2:6][C@H:5]([CH:7]2[CH2:11][CH2:10][CH2:9][CH2:8]2)[N:4]([C:12]2[CH:19]=[CH:18][C:15]([C:16]#[N:17])=[C:14]([CH3:20])[N:13]=2)[N:3]=1.B([C:24]1[CH:32]=[CH:31][C:27]([C:28]([OH:30])=[O:29])=[CH:26][CH:25]=1)(O)O. Given the product [C:16]([C:15]1[CH:18]=[CH:19][C:12]([N:4]2[C@@H:5]([CH:7]3[CH2:11][CH2:10][CH2:9][CH2:8]3)[CH2:6][C:2]([C:24]3[CH:32]=[CH:31][C:27]([C:28]([OH:30])=[O:29])=[CH:26][CH:25]=3)=[N:3]2)=[N:13][C:14]=1[CH3:20])#[N:17], predict the reactants needed to synthesize it. (5) Given the product [CH2:18]([O:20][C:21]1[CH:28]=[C:27]([O:29][CH2:30][CH3:31])[CH:26]=[CH:25][C:22]=1[CH2:23][N:12]1[C:11](=[O:16])[CH:10]([S:7]([C:4]2[CH:3]=[CH:2][C:1]([CH3:17])=[CH:6][CH:5]=2)(=[O:9])=[O:8])[S:14][C:13]1=[O:15])[CH3:19], predict the reactants needed to synthesize it. The reactants are: [C:1]1([CH3:17])[CH:6]=[CH:5][C:4]([S:7]([CH:10]2[S:14][C:13](=[O:15])[NH:12][C:11]2=[O:16])(=[O:9])=[O:8])=[CH:3][CH:2]=1.[CH2:18]([O:20][C:21]1[CH:28]=[C:27]([O:29][CH2:30][CH3:31])[CH:26]=[CH:25][C:22]=1[CH2:23]O)[CH3:19].C1(P(C2C=CC=CC=2)C2C=CC=CC=2)C=CC=CC=1.[N+](C(OCC)=O)(C(OCC)=O)=[N-].